This data is from Catalyst prediction with 721,799 reactions and 888 catalyst types from USPTO. The task is: Predict which catalyst facilitates the given reaction. (1) Reactant: [F:1][C:2]1[CH:7]=[CH:6][C:5]([OH:8])=[C:4]([CH3:9])[CH:3]=1.[H-].[Na+].FC(F)(F)S(O[C:18]1[C:27]2[C:26](=[O:28])[N:25]([CH2:29][C:30]3[CH:35]=[CH:34][C:33]([O:36][CH3:37])=[CH:32][CH:31]=3)[C:24](=[O:38])[N:23]([C:39]3[CH:44]=[CH:43][C:42]([I:45])=[CH:41][C:40]=3[F:46])[C:22]=2[N:21]([CH3:47])[C:20](=[O:48])[CH:19]=1)(=O)=O. Product: [F:1][C:2]1[CH:7]=[CH:6][C:5]([O:8][C:18]2[C:27]3[C:26](=[O:28])[N:25]([CH2:29][C:30]4[CH:31]=[CH:32][C:33]([O:36][CH3:37])=[CH:34][CH:35]=4)[C:24](=[O:38])[N:23]([C:39]4[CH:44]=[CH:43][C:42]([I:45])=[CH:41][C:40]=4[F:46])[C:22]=3[N:21]([CH3:47])[C:20](=[O:48])[CH:19]=2)=[C:4]([CH3:9])[CH:3]=1. The catalyst class is: 7. (2) Reactant: Cl[C:2]1[N:7]=[CH:6][C:5]([C:8]2[C:20]([CH3:21])=[CH:19][C:11]([C:12]([NH:14][S:15]([CH3:18])(=[O:17])=[O:16])=[O:13])=[C:10]([F:22])[CH:9]=2)=[CH:4][C:3]=1[C:23]([F:26])([F:25])[F:24].[Cl:27][C:28]1[CH:29]=[C:30]([OH:35])[CH:31]=[C:32]([Cl:34])[CH:33]=1.C([O-])([O-])=O.[Cs+].[Cs+]. Product: [Cl:27][C:28]1[CH:29]=[C:30]([CH:31]=[C:32]([Cl:34])[CH:33]=1)[O:35][C:2]1[N:7]=[CH:6][C:5]([C:8]2[C:20]([CH3:21])=[CH:19][C:11]([C:12]([NH:14][S:15]([CH3:18])(=[O:17])=[O:16])=[O:13])=[C:10]([F:22])[CH:9]=2)=[CH:4][C:3]=1[C:23]([F:24])([F:26])[F:25]. The catalyst class is: 16. (3) Reactant: [BH4-].[Na+].[CH3:3][O:4][C:5](=[O:23])[CH2:6][CH2:7][CH2:8][O:9][C:10]1[CH:15]=[C:14]([N+:16]([O-:18])=[O:17])[C:13]([CH:19]=[O:20])=[CH:12][C:11]=1[O:21][CH3:22].CCOC(C)=O. Product: [CH3:3][O:4][C:5](=[O:23])[CH2:6][CH2:7][CH2:8][O:9][C:10]1[CH:15]=[C:14]([N+:16]([O-:18])=[O:17])[C:13]([CH2:19][OH:20])=[CH:12][C:11]=1[O:21][CH3:22]. The catalyst class is: 1. (4) Reactant: [NH2:1][C:2]1[C:7]([CH3:8])=[CH:6][C:5]([N+:9]([O-:11])=[O:10])=[CH:4][N:3]=1.[C:12](=[O:15])([O-])[O-:13].[Cs+].[Cs+].O. Product: [CH3:8][C:7]1[C:2]([NH:1][C:12](=[O:15])[O:13][C:7]([CH3:8])([CH3:2])[CH3:6])=[N:3][CH:4]=[C:5]([N+:9]([O-:11])=[O:10])[CH:6]=1. The catalyst class is: 3.